From a dataset of Reaction yield outcomes from USPTO patents with 853,638 reactions. Predict the reaction yield, written as a fraction of the theoretical maximum amount of product (1.0 means a 100% yield; for example, 0.34 means a 34% yield). (1) The reactants are [C:1]1([CH3:10])[C:2]([N:7]=[C:8]=[O:9])=[CH:3][CH:4]=[CH:5][CH:6]=1.[NH2:11][C:12]1[CH:13]=[C:14]([NH:18][C:19]([NH:21][C:22]2[CH:27]=[CH:26][CH:25]=[C:24]([NH2:28])[CH:23]=2)=[O:20])[CH:15]=[CH:16][CH:17]=1. The catalyst is O1CCOCC1. The product is [CH3:10][C:1]1[CH:6]=[CH:5][CH:4]=[CH:3][C:2]=1[NH:7][C:8]([NH:28][C:24]1[CH:23]=[C:22]([NH:21][C:19]([NH:18][C:14]2[CH:15]=[CH:16][CH:17]=[C:12]([NH:11][C:8](=[O:9])[NH:7][C:2]3[CH:3]=[CH:4][CH:5]=[CH:6][C:1]=3[CH3:10])[CH:13]=2)=[O:20])[CH:27]=[CH:26][CH:25]=1)=[O:9]. The yield is 0.520. (2) The reactants are [C:1]1([C@@H:7]2[CH2:9][C@H:8]2[NH:10][CH2:11][CH:12]2[CH2:15][N:14]([C:16]([O:18][C:19]([CH3:22])([CH3:21])[CH3:20])=[O:17])[CH2:13]2)[CH:6]=[CH:5][CH:4]=[CH:3][CH:2]=1.C(N(CC)CC)C.[F:30][C:31]([F:42])([F:41])[C:32](O[C:32](=[O:33])[C:31]([F:42])([F:41])[F:30])=[O:33]. The catalyst is C(Cl)Cl. The product is [C:1]1([C@@H:7]2[CH2:9][C@H:8]2[N:10]([CH2:11][CH:12]2[CH2:15][N:14]([C:16]([O:18][C:19]([CH3:22])([CH3:21])[CH3:20])=[O:17])[CH2:13]2)[C:32](=[O:33])[C:31]([F:42])([F:41])[F:30])[CH:6]=[CH:5][CH:4]=[CH:3][CH:2]=1. The yield is 0.930.